Predict which catalyst facilitates the given reaction. From a dataset of Catalyst prediction with 721,799 reactions and 888 catalyst types from USPTO. (1) Reactant: [C:1]([O:5][C:6]([N:8]1[CH2:12][C@@H:11]([CH2:13][N:14]([CH:31]([CH3:33])[CH3:32])[C:15](=[O:30])[C:16]2[CH:21]=[CH:20][C:19]([O:22][CH3:23])=[C:18]([O:24][CH2:25][CH2:26][CH2:27][O:28][CH3:29])[CH:17]=2)[C@H:10]([NH2:34])[CH2:9]1)=[O:7])([CH3:4])([CH3:3])[CH3:2].[C:35]1(=O)[CH2:40][CH2:39][CH2:38][CH2:37][CH2:36]1.[BH-](OC(C)=O)(OC(C)=O)OC(C)=O.[Na+]. Product: [C:1]([O:5][C:6]([N:8]1[CH2:12][C@@H:11]([CH2:13][N:14]([CH:31]([CH3:32])[CH3:33])[C:15](=[O:30])[C:16]2[CH:21]=[CH:20][C:19]([O:22][CH3:23])=[C:18]([O:24][CH2:25][CH2:26][CH2:27][O:28][CH3:29])[CH:17]=2)[C@H:10]([NH:34][CH:35]2[CH2:40][CH2:39][CH2:38][CH2:37][CH2:36]2)[CH2:9]1)=[O:7])([CH3:3])([CH3:4])[CH3:2]. The catalyst class is: 279. (2) Reactant: [H-].[H-].[H-].[H-].[Li+].[Al+3].[NH:7]1[C:15]2[C:10](=[CH:11][CH:12]=[CH:13][CH:14]=2)[CH:9]=[C:8]1[C:16](O)=[O:17].CO. Product: [NH:7]1[C:15]2[C:10](=[CH:11][CH:12]=[CH:13][CH:14]=2)[CH:9]=[C:8]1[CH2:16][OH:17]. The catalyst class is: 1. (3) Reactant: [CH3:1][O:2][CH2:3][O:4][CH2:5][CH2:6][C:7]1[C:16]([CH3:17])=[C:15]2[C:10]([CH2:11][CH2:12][C:13](=[O:18])[NH:14]2)=[CH:9][C:8]=1[CH2:19][CH2:20]C(OCC)=O.[OH-:26].[Na+].Cl. Product: [C:7]([O:26][C:13](=[O:18])[NH:14][CH2:20][CH2:19][C:8]1[CH:9]=[C:10]2[C:15](=[C:16]([CH3:17])[C:7]=1[CH2:6][CH2:5][O:4][CH2:3][O:2][CH3:1])[NH:14][C:13](=[O:18])[CH2:12][CH2:11]2)([CH3:16])([CH3:8])[CH3:6]. The catalyst class is: 301. (4) Reactant: [Cl:1][C:2]1[NH:6][C:5]2[CH:7]=[CH:8][CH:9]=[CH:10][C:4]=2[N:3]=1.[CH3:11][N:12]([CH3:17])[S:13](Cl)(=[O:15])=[O:14].N12CCN(CC1)CC2.O. Product: [CH3:11][N:12]([CH3:17])[S:13]([N:3]1[C:4]2[CH:10]=[CH:9][CH:8]=[CH:7][C:5]=2[N:6]=[C:2]1[Cl:1])(=[O:15])=[O:14]. The catalyst class is: 9. (5) Reactant: [F:1][C:2]1[C:7]([CH:8]2[CH2:13][CH2:12][C:11](=[O:14])[CH2:10][CH2:9]2)=[CH:6][CH:5]=[CH:4][N:3]=1.[CH3:15][Si](C=[N+]=[N-])(C)C.O. Product: [F:1][C:2]1[C:7]([CH:8]2[CH2:15][CH2:9][CH2:10][C:11](=[O:14])[CH2:12][CH2:13]2)=[CH:6][CH:5]=[CH:4][N:3]=1. The catalyst class is: 2. (6) Reactant: [CH2:1]([O:8][C:9]1[CH:14]=[CH:13][C:12]([N:15]([CH3:27])[C:16]2[CH:21]=[CH:20][C:19]([CH:22]([CH3:26])[CH2:23][C:24]#[N:25])=[CH:18][CH:17]=2)=[CH:11][CH:10]=1)[C:2]1[CH:7]=[CH:6][CH:5]=[CH:4][CH:3]=1.[H-].[H-].[H-].[H-].[Li+].[Al+3]. Product: [NH2:25][CH2:24][CH2:23][CH:22]([C:19]1[CH:20]=[CH:21][C:16]([N:15]([CH3:27])[C:12]2[CH:13]=[CH:14][C:9]([O:8][CH2:1][C:2]3[CH:3]=[CH:4][CH:5]=[CH:6][CH:7]=3)=[CH:10][CH:11]=2)=[CH:17][CH:18]=1)[CH3:26]. The catalyst class is: 1. (7) Reactant: [CH3:1][C:2](=O)[CH2:3][C:4](=O)[CH3:5].[N:8]1[CH:13]=[CH:12][CH:11]=[N:10][C:9]=1[NH:14][NH2:15]. Product: [CH3:1][C:2]1[CH:3]=[C:4]([CH3:5])[N:14]([C:9]2[N:10]=[CH:11][CH:12]=[CH:13][N:8]=2)[N:15]=1. The catalyst class is: 15.